This data is from hERG channel blocking data for cardiac toxicity assessment. The task is: Regression/Classification. Given a drug SMILES string, predict its toxicity properties. Task type varies by dataset: regression for continuous values (e.g., LD50, hERG inhibition percentage) or binary classification for toxic/non-toxic outcomes (e.g., AMES mutagenicity, cardiotoxicity, hepatotoxicity). Dataset: herg. (1) The molecule is COCCOCC#Cc1cc(-c2n[nH]c3c2C(=O)c2cc(CN4CCN(C)CC4)ccc2-3)cs1. The result is 1 (blocker). (2) The compound is NCCSS(=O)(=O)CCN. The result is 0 (non-blocker). (3) The molecule is NC(=O)c1ncn([C@H]2O[C@@H](CO)[C@H](O)[C@@H]2O)n1. The result is 0 (non-blocker). (4) The compound is Clc1ccc2nsnc2c1NC1=[NH+]CCN1. The result is 0 (non-blocker). (5) The drug is C#C[C@]1(O)CC[C@H]2[C@@H]3CCC4=Cc5oncc5C[C@]4(C)[C@H]3CC[C@@]21C. The result is 0 (non-blocker). (6) The compound is CCC[NH+]1C[C@H](CSC)C[C@@H]2c3cccc4c3C(C=N4)C[C@H]21. The result is 1 (blocker). (7) The compound is CCCCN1CCCC[C@@H]1C(=O)Nc1c(C)cccc1C. The result is 1 (blocker). (8) The molecule is Fc1ccc(-n2cc(C3CC[NH2+]CC3)c3cc(Cl)ccc32)cc1. The result is 0 (non-blocker).